Dataset: Full USPTO retrosynthesis dataset with 1.9M reactions from patents (1976-2016). Task: Predict the reactants needed to synthesize the given product. (1) Given the product [NH2:13][C:10]1[CH:11]=[C:12]2[C:7]([C:6]([C:16]3[CH:23]=[CH:22][C:19]([C:20]#[N:21])=[N:24][CH:17]=3)=[CH:5][N:4]2[CH:1]([CH3:3])[CH3:2])=[CH:8][CH:9]=1, predict the reactants needed to synthesize it. The reactants are: [CH:1]([N:4]1[C:12]2[C:7](=[CH:8][CH:9]=[C:10]([N+:13]([O-])=O)[CH:11]=2)[C:6]([C:16]2[CH:23]=[CH:22][C:19]([C:20]#[N:21])=C[CH:17]=2)=[CH:5]1)([CH3:3])[CH3:2].[NH2:24]C1C=C2C(C(C3C=CC(C#N)=CC=3)=CN2C(C)C)=CC=1.CC1C=C2N=C3C(=NC(NC3=O)=O)N(C[C@H](O)[C@H](O)[C@H](O)CO)C2=CC=1C. (2) Given the product [C:48]([O:52][C:53]([N:55]1[CH2:60][CH2:59][CH:58]([N:13]([CH:14]2[CH2:16][CH2:15]2)[C:34](=[O:36])[C:33]2[CH:32]=[CH:31][C:30]([C:29]3[O:25][CH:26]=[N:27][CH:28]=3)=[CH:38][CH:37]=2)[CH2:57][CH:56]1[CH3:64])=[O:54])([CH3:49])([CH3:50])[CH3:51], predict the reactants needed to synthesize it. The reactants are: F[P-](F)(F)(F)(F)F.N1(OC(N(C)C)=[N+](C)C)C2[N:13]=[CH:14][CH:15]=[CH:16]C=2N=N1.[O:25]1[C:29]([C:30]2[CH:38]=[CH:37][C:33]([C:34]([OH:36])=O)=[CH:32][CH:31]=2)=[CH:28][N:27]=[CH:26]1.C(N(CC)C(C)C)(C)C.[C:48]([O:52][C:53]([N:55]1[CH2:60][CH2:59][CH:58](C2CC2)[CH2:57][C:56]1(N)[CH3:64])=[O:54])([CH3:51])([CH3:50])[CH3:49]. (3) Given the product [CH3:1][C:2]1[N:3]([CH2:18][C:19]2[N:20]=[C:21]([C:24]3[CH:25]=[CH:26][C:27]([C:30]([F:33])([F:31])[F:32])=[CH:28][CH:29]=3)[S:22][CH:23]=2)[C:4]2[C:9]([CH:10]=1)=[C:8]([C:11]([F:12])([F:14])[F:13])[C:7]([C:15]#[N:16])=[CH:6][CH:5]=2, predict the reactants needed to synthesize it. The reactants are: [CH3:1][C:2]1[NH:3][C:4]2[C:9]([CH:10]=1)=[C:8]([C:11]([F:14])([F:13])[F:12])[C:7]([C:15]#[N:16])=[CH:6][CH:5]=2.Cl[CH2:18][C:19]1[N:20]=[C:21]([C:24]2[CH:29]=[CH:28][C:27]([C:30]([F:33])([F:32])[F:31])=[CH:26][CH:25]=2)[S:22][CH:23]=1. (4) Given the product [Br:1][CH:2]1[CH:10]2[CH2:11][CH:36]3[CH:37]4[C:9]2([CH2:12][O:13][Si:14]([C:17]([CH3:20])([CH3:19])[CH3:18])([CH3:16])[CH3:15])[CH:5]([OH:26])[CH:6]([OH:21])[CH:38]4[O:39][CH:40]13, predict the reactants needed to synthesize it. The reactants are: [Br:1][CH:2]1[CH:10]2[CH2:11]C3[CH:5]4[C:9]2([CH2:12][O:13][Si:14]([C:17]([CH3:20])([CH3:19])[CH3:18])([CH3:16])[CH3:15])C=C[CH:6]4[O:21]C13.C[N+]1([O-])CC[O:26]CC1.S([O-])([O-])=O.[Na+].[Na+].[CH2:36]1[CH2:40][O:39][CH2:38][CH2:37]1. (5) Given the product [CH3:17][C:2]1([CH3:1])[C:6]([CH3:7])([CH3:8])[O:5][B:4]([C:9]2[CH:16]=[CH:15][C:14]([CH:18]=[O:19])=[CH:11][CH:10]=2)[O:3]1, predict the reactants needed to synthesize it. The reactants are: [CH3:1][C:2]1([CH3:17])[C:6]([CH3:8])([CH3:7])[O:5][B:4]([C:9]2[CH:10]=[C:11]([CH:14]=[CH:15][CH:16]=2)C=O)[O:3]1.[CH:18](C1C=CC(B(O)O)=CC=1)=[O:19]. (6) Given the product [CH3:28][NH:29][C:2]1[CH:11]=[CH:10][C:9]2[C:4](=[C:5]([C:12]3[CH:17]=[CH:16][C:15]([C:18]4[CH:19]=[N:20][N:21]([CH3:23])[CH:22]=4)=[CH:14][CH:13]=3)[CH:6]=[N:7][CH:8]=2)[N:3]=1, predict the reactants needed to synthesize it. The reactants are: Cl[C:2]1[CH:11]=[CH:10][C:9]2[C:4](=[C:5]([C:12]3[CH:17]=[CH:16][C:15]([C:18]4[CH:19]=[N:20][N:21]([CH3:23])[CH:22]=4)=[CH:14][CH:13]=3)[CH:6]=[N:7][CH:8]=2)[N:3]=1.Cl.CN.C[CH2:28][N:29](CC)CC. (7) Given the product [CH:36]([C:35]1[CH:34]=[CH:33][CH:32]=[C:31]([CH:39]([CH3:41])[CH3:40])[C:30]=1[NH:29][C:28](=[N:27][C:19]1[C:20]([CH:24]([CH3:26])[CH3:25])=[CH:21][CH:22]=[CH:23][C:18]=1[CH:15]([CH3:17])[CH3:16])[O:45][N:7]1[C:2]([CH3:12])([CH3:1])[CH2:3][CH:4]([OH:11])[CH2:5][C:6]1([CH3:10])[CH3:9])([CH3:38])[CH3:37], predict the reactants needed to synthesize it. The reactants are: [CH3:1][C:2]1([CH3:12])[N:7]([O])[C:6]([CH3:10])([CH3:9])[CH2:5][CH:4]([OH:11])[CH2:3]1.[H][H].[CH:15]([C:18]1[CH:23]=[CH:22][CH:21]=[C:20]([CH:24]([CH3:26])[CH3:25])[C:19]=1[N:27]=[C:28]=[N:29][C:30]1[C:35]([CH:36]([CH3:38])[CH3:37])=[CH:34][CH:33]=[CH:32][C:31]=1[CH:39]([CH3:41])[CH3:40])([CH3:17])[CH3:16].C1C[O:45]CC1.